Dataset: Full USPTO retrosynthesis dataset with 1.9M reactions from patents (1976-2016). Task: Predict the reactants needed to synthesize the given product. (1) Given the product [CH3:20][O:19][C:14]1[C:11]2[C:12]([CH3:13])=[C:8]([C:6]([OH:7])=[O:5])[O:9][C:10]=2[CH:17]=[CH:16][C:15]=1[CH3:18], predict the reactants needed to synthesize it. The reactants are: C([O:5][C:6]([C:8]1[O:9][C:10]2[CH:17]=[CH:16][C:15]([CH3:18])=[C:14]([O:19][CH3:20])[C:11]=2[C:12]=1[CH3:13])=[O:7])(C)(C)C.C(O)(C(F)(F)F)=O.ClCCl. (2) Given the product [CH3:28][O:1][CH:2]([C:21]1[CH:22]=[CH:23][CH:24]=[CH:25][CH:26]=1)[C:3]1[CH:4]=[CH:5][C:6]([C:9]2[NH:13][C:12]3[CH:14]=[CH:15][C:16]([C:18]([NH2:20])=[O:19])=[CH:17][C:11]=3[N:10]=2)=[CH:7][CH:8]=1, predict the reactants needed to synthesize it. The reactants are: [OH:1][CH:2]([C:21]1[CH:26]=[CH:25][CH:24]=[CH:23][CH:22]=1)[C:3]1[CH:8]=[CH:7][C:6]([C:9]2[NH:13][C:12]3[CH:14]=[CH:15][C:16]([C:18]([NH2:20])=[O:19])=[CH:17][C:11]=3[N:10]=2)=[CH:5][CH:4]=1.Cl.[CH:28](Cl)(Cl)Cl. (3) Given the product [CH3:41][C:27]1[CH:28]=[C:29]([O:32][C:33]2[CH:38]=[CH:37][CH:36]=[C:35]([CH2:39][NH:40][C:4]([C:6]3[NH:7][C:8]4[C:13]([C:14]=3[CH3:15])=[CH:12][C:11]([C:16]([F:17])([F:18])[F:19])=[CH:10][CH:9]=4)=[O:5])[CH:34]=2)[CH:30]=[CH:31][C:26]=1[CH2:25][CH2:24][C:23]([OH:42])=[O:22], predict the reactants needed to synthesize it. The reactants are: C(O[C:4]([C:6]1[N:7](C)[C:8]2[C:13]([C:14]=1[CH3:15])=[CH:12][C:11]([C:16]([F:19])([F:18])[F:17])=[CH:10][CH:9]=2)=[O:5])C.C[O:22][C:23](=[O:42])[CH2:24][CH2:25][C:26]1[CH:31]=[CH:30][C:29]([O:32][C:33]2[CH:38]=[CH:37][CH:36]=[C:35]([CH2:39][NH2:40])[CH:34]=2)=[CH:28][C:27]=1[CH3:41]. (4) Given the product [F:1][C:2]1[C:11]([CH:12]=[O:24])=[C:10]([F:14])[CH:9]=[C:8]2[C:3]=1[CH:4]=[CH:5][CH:6]=[N:7]2, predict the reactants needed to synthesize it. The reactants are: [F:1][C:2]1[C:11]([CH:12]=C)=[C:10]([F:14])[CH:9]=[C:8]2[C:3]=1[CH:4]=[CH:5][CH:6]=[N:7]2.N1C(C)=CC=CC=1C.I([O-])(=O)(=O)=[O:24].[Na+]. (5) Given the product [Cl:14][C:13]1[C:4]2[CH:2]([CH3:3])[N:30]([CH2:29][C:19]3[CH:20]=[N:21][C:22]([O:23][CH2:24][C:25]([F:28])([F:26])[F:27])=[C:17]([CH3:16])[CH:18]=3)[C:6](=[O:8])[C:5]=2[CH:10]=[CH:11][N:12]=1, predict the reactants needed to synthesize it. The reactants are: Br[CH:2]([C:4]1[C:13]([Cl:14])=[N:12][CH:11]=[CH:10][C:5]=1[C:6]([O:8]C)=O)[CH3:3].Cl.[CH3:16][C:17]1[CH:18]=[C:19]([CH2:29][NH2:30])[CH:20]=[N:21][C:22]=1[O:23][CH2:24][C:25]([F:28])([F:27])[F:26]. (6) Given the product [C:36]([N:33]1[CH2:32][CH2:31][CH:30]([NH:29][C:27]([C:23]2[C:18]3[N:19]=[C:20]([CH3:22])[N:21]=[C:16]([C:8]4[CH:9]=[C:10]([F:15])[C:11]([O:13][CH3:14])=[CH:12][C:7]=4[O:6][CH2:5][CH:2]4[CH2:4][CH2:3]4)[C:17]=3[NH:25][C:24]=2[CH3:26])=[O:28])[CH2:35][CH2:34]1)(=[O:38])[CH3:37], predict the reactants needed to synthesize it. The reactants are: Cl.[CH:2]1([CH2:5][O:6][C:7]2[CH:12]=[C:11]([O:13][CH3:14])[C:10]([F:15])=[CH:9][C:8]=2[C:16]2[C:17]3[NH:25][C:24]([CH3:26])=[C:23]([C:27]([NH:29][CH:30]4[CH2:35][CH2:34][NH:33][CH2:32][CH2:31]4)=[O:28])[C:18]=3[N:19]=[C:20]([CH3:22])[N:21]=2)[CH2:4][CH2:3]1.[C:36](Cl)(=[O:38])[CH3:37].